Dataset: Catalyst prediction with 721,799 reactions and 888 catalyst types from USPTO. Task: Predict which catalyst facilitates the given reaction. (1) Reactant: Br[C:2]1[CH:25]=[CH:24][C:5]([NH:6][CH2:7][C:8]2[N:12]([C:13]3[CH:18]=[CH:17][CH:16]=[CH:15][C:14]=3[Cl:19])[N:11]=[C:10]([C:20]([F:23])([F:22])[F:21])[CH:9]=2)=[CH:4][CH:3]=1.[CH3:26][S:27]([C:30]1[CH:31]=[C:32](B(O)O)[CH:33]=[CH:34][CH:35]=1)(=[O:29])=[O:28].C(Cl)Cl.C([O-])([O-])=O.[K+].[K+]. Product: [Cl:19][C:14]1[CH:15]=[CH:16][CH:17]=[CH:18][C:13]=1[N:12]1[C:8]([CH2:7][NH:6][C:5]2[CH:24]=[CH:25][C:2]([C:34]3[CH:33]=[CH:32][CH:31]=[C:30]([S:27]([CH3:26])(=[O:29])=[O:28])[CH:35]=3)=[CH:3][CH:4]=2)=[CH:9][C:10]([C:20]([F:23])([F:22])[F:21])=[N:11]1. The catalyst class is: 438. (2) Reactant: [F:1][C:2]1[CH:3]=[CH:4][C:5]([I:19])=[C:6]([S:8][C:9]2[NH:10][C:11]3[CH:16]=[CH:15][N:14]=[C:13]([NH2:17])[C:12]=3[N:18]=2)[CH:7]=1.C([O-])([O-])=O.[Cs+].[Cs+].Cl[CH2:27][CH2:28][CH2:29][C:30]#[CH:31]. Product: [F:1][C:2]1[CH:3]=[CH:4][C:5]([I:19])=[C:6]([S:8][C:9]2[N:10]([CH2:31][CH2:30][CH2:29][C:28]#[CH:27])[C:11]3[CH:16]=[CH:15][N:14]=[C:13]([NH2:17])[C:12]=3[N:18]=2)[CH:7]=1. The catalyst class is: 3. (3) Reactant: C(C1C=C(O)C(=O)NN=1)C.C([O:18][C:19]1[N:20]=[N:21][C:22]([C:33]([CH3:35])=[CH2:34])=[CH:23][C:24]=1[O:25]CC1C=CC=CC=1)C1C=CC=CC=1. Product: [OH:25][C:24]1[C:19](=[O:18])[NH:20][N:21]=[C:22]([CH:33]([CH3:34])[CH3:35])[CH:23]=1. The catalyst class is: 8. (4) Reactant: [C:1]([OH:6])(=[O:5])[C:2]([CH3:4])=[O:3].[OH-].[Na+].[Br:9][C:10]1[S:14][C:13]([CH:15]=O)=[CH:12][CH:11]=1. Product: [Br:9][C:10]1[S:14][C:13]([CH:15]=[CH:4][C:2](=[O:3])[C:1]([OH:6])=[O:5])=[CH:12][CH:11]=1. The catalyst class is: 8. (5) Reactant: [O:1]=[C:2]1[NH:7][C:6](=[O:8])[CH:5]=[CH:4][N:3]1[C@@H:9]1[O:13][C@H:12]([CH2:14][O:15][P:16]([NH:25][C@@H:26]([CH3:33])[C:27]([O:29]C(C)C)=[O:28])([O:18]C2C=CC=CC=2)=[O:17])[C@@H:11]([OH:34])[C@@:10]1([C:36]#[CH:37])[OH:35]. Product: [O:1]=[C:2]1[NH:7][C:6](=[O:8])[CH:5]=[CH:4][N:3]1[C@@H:9]1[O:13][C@H:12]([CH2:14][O:15][P:16]([NH:25][C@@H:26]([CH3:33])[C:27]([OH:29])=[O:28])([OH:18])=[O:17])[C@@H:11]([OH:34])[C@@:10]1([C:36]#[CH:37])[OH:35]. The catalyst class is: 6. (6) Reactant: [F:1][C:2]([F:36])([F:35])[C:3]1[CH:8]=[CH:7][C:6]([C:9]2[N:10]=[C:11]([NH:14][C:15]([N:17]3[CH2:26][CH2:25][C:24]4[C:19](=[CH:20][CH:21]=[C:22]([O:27][C:28]([CH3:34])([CH3:33])[C:29]([O:31][CH3:32])=[O:30])[CH:23]=4)[CH2:18]3)=[O:16])[S:12][CH:13]=2)=[CH:5][CH:4]=1.[C:37](=O)([O-])[O-].[Cs+].[Cs+].IC. Product: [F:36][C:2]([F:1])([F:35])[C:3]1[CH:8]=[CH:7][C:6]([C:9]2[N:10]=[C:11]([N:14]([CH3:37])[C:15]([N:17]3[CH2:26][CH2:25][C:24]4[C:19](=[CH:20][CH:21]=[C:22]([O:27][C:28]([CH3:34])([CH3:33])[C:29]([O:31][CH3:32])=[O:30])[CH:23]=4)[CH2:18]3)=[O:16])[S:12][CH:13]=2)=[CH:5][CH:4]=1. The catalyst class is: 47.